The task is: Predict the reaction yield, written as a fraction of the theoretical maximum amount of product (1.0 means a 100% yield; for example, 0.34 means a 34% yield).. This data is from Reaction yield outcomes from USPTO patents with 853,638 reactions. (1) The reactants are [O:1]=[C:2]([C:6]1[CH:11]=[CH:10][CH:9]=[CH:8][CH:7]=1)[CH2:3][C:4]#[N:5].[F:12][C:13]1[CH:14]=[C:15]([CH:17]=[CH:18][C:19]=1[O:20][CH3:21])[NH2:16]. The catalyst is C(O)C. The product is [F:12][C:13]1[CH:14]=[C:15]([NH:16][C:4](=[NH:5])[CH2:3][C:2](=[O:1])[C:6]2[CH:7]=[CH:8][CH:9]=[CH:10][CH:11]=2)[CH:17]=[CH:18][C:19]=1[O:20][CH3:21]. The yield is 0.0300. (2) The reactants are [NH2:1][C:2]1[N:7]([CH3:8])[C:6](=[O:9])[CH2:5][C:4]([C:11]2[CH:16]=[CH:15][CH:14]=[C:13](Br)[CH:12]=2)([CH3:10])[N:3]=1.COCCOC.C(=O)([O-])[O-].[Cs+].[Cs+].[CH3:30][O:31][C:32]1[CH:33]=[C:34](B(O)O)[CH:35]=[CH:36][CH:37]=1. The catalyst is Cl[Pd](Cl)([P](C1C=CC=CC=1)(C1C=CC=CC=1)C1C=CC=CC=1)[P](C1C=CC=CC=1)(C1C=CC=CC=1)C1C=CC=CC=1.C(O)C.O. The product is [NH2:1][C:2]1[N:7]([CH3:8])[C:6](=[O:9])[CH2:5][C:4]([C:11]2[CH:12]=[C:13]([C:36]3[CH:35]=[CH:34][CH:33]=[C:32]([O:31][CH3:30])[CH:37]=3)[CH:14]=[CH:15][CH:16]=2)([CH3:10])[N:3]=1. The yield is 0.430. (3) The reactants are C([O:3][C:4]1[CH:9]=[C:8]([O:10][CH3:11])[C:7]([CH3:12])=[C:6]([O:13][CH3:14])[CH:5]=1)=O.C([O-])([O-])=O.[K+].[K+].Cl. The catalyst is CO.O. The product is [CH3:14][O:13][C:6]1[CH:5]=[C:4]([OH:3])[CH:9]=[C:8]([O:10][CH3:11])[C:7]=1[CH3:12]. The yield is 0.290. (4) The catalyst is C1COCC1.C(O)(=O)C.O. The product is [F:42][CH:40]([F:41])[C:32]1[N:31]([C:21]2[N:22]=[C:23]([N:25]3[CH2:26][CH2:27][O:28][CH2:29][CH2:30]3)[N:24]=[C:19]([NH:1][C:2]3[N:3]=[N:4][CH:5]=[CH:6][CH:7]=3)[N:20]=2)[C:35]2[CH:36]=[CH:37][CH:38]=[CH:39][C:34]=2[N:33]=1. The yield is 0.180. The reactants are [NH2:1][C:2]1[N:3]=[N:4][CH:5]=[CH:6][CH:7]=1.C[Si]([N-][Si](C)(C)C)(C)C.[Na+].Cl[C:19]1[N:24]=[C:23]([N:25]2[CH2:30][CH2:29][O:28][CH2:27][CH2:26]2)[N:22]=[C:21]([N:31]2[C:35]3[CH:36]=[CH:37][CH:38]=[CH:39][C:34]=3[N:33]=[C:32]2[CH:40]([F:42])[F:41])[N:20]=1. (5) The reactants are C(NC(C)C)(C)C.[Li].C([Li])CCC.[Br:14][C:15]1[CH:16]=[CH:17][C:18]([F:21])=[N:19][CH:20]=1.[CH:22](N1CCCCC1)=[O:23]. The catalyst is C1COCC1. The product is [Br:14][C:15]1[CH:16]=[C:17]([CH:22]=[O:23])[C:18]([F:21])=[N:19][CH:20]=1. The yield is 0.520. (6) The reactants are [Br:1][C:2]1[CH:3]=[CH:4][C:5]([N+:20]([O-])=O)=[C:6]([NH:8][CH:9]2[CH2:12][N:11]([C:13]([O:15][C:16]([CH3:19])([CH3:18])[CH3:17])=[O:14])[CH2:10]2)[CH:7]=1.[NH4+].[Cl-]. The catalyst is CCO.[Fe]. The product is [NH2:20][C:5]1[CH:4]=[CH:3][C:2]([Br:1])=[CH:7][C:6]=1[NH:8][CH:9]1[CH2:12][N:11]([C:13]([O:15][C:16]([CH3:19])([CH3:18])[CH3:17])=[O:14])[CH2:10]1. The yield is 0.780. (7) The reactants are [C:1](#[N:5])[CH2:2][C:3]#[N:4].[F:6][C:7]1[CH:14]=[CH:13][CH:12]=[C:11]([F:15])[C:8]=1[CH:9]=O.N1CCCCC1.[C:22]([CH2:24][C:25]([NH2:27])=[S:26])#[N:23]. The catalyst is C(O)C.O. The product is [NH2:4][C:3]1[S:26][C:25]([NH2:27])=[C:24]([C:22]#[N:23])[CH:9]([C:8]2[C:7]([F:6])=[CH:14][CH:13]=[CH:12][C:11]=2[F:15])[C:2]=1[C:1]#[N:5]. The yield is 0.630.